The task is: Predict the reaction yield, written as a fraction of the theoretical maximum amount of product (1.0 means a 100% yield; for example, 0.34 means a 34% yield).. This data is from Reaction yield outcomes from USPTO patents with 853,638 reactions. (1) The reactants are C([O:4][C:5]1[CH:10]=[CH:9][CH:8]=[C:7]([C:11](=[O:18])[C:12]2[CH:17]=[CH:16][CH:15]=[CH:14][CH:13]=2)[C:6]=1[CH3:19])(=O)C.[OH-].[K+]. The catalyst is O. The product is [OH:4][C:5]1[C:6]([CH3:19])=[C:7]([C:11]([C:12]2[CH:17]=[CH:16][CH:15]=[CH:14][CH:13]=2)=[O:18])[CH:8]=[CH:9][CH:10]=1. The yield is 0.170. (2) The reactants are [N+:1]([C:4]1[CH:12]=[CH:11][C:7]([C:8]([OH:10])=O)=[CH:6][CH:5]=1)([O-:3])=[O:2].[N:13]1([C:19]([O:21][C:22]([CH3:25])([CH3:24])[CH3:23])=[O:20])[CH2:18][CH2:17][NH:16][CH2:15][CH2:14]1.Cl.CN(C)CCCN=C=NCC.CN1CCOCC1. The catalyst is ClCCl. The product is [N+:1]([C:4]1[CH:5]=[CH:6][C:7]([C:8]([N:16]2[CH2:15][CH2:14][N:13]([C:19]([O:21][C:22]([CH3:25])([CH3:24])[CH3:23])=[O:20])[CH2:18][CH2:17]2)=[O:10])=[CH:11][CH:12]=1)([O-:3])=[O:2]. The yield is 0.940. (3) The reactants are [CH2:1]([O:8][CH2:9][C:10]([NH:12][N:13]([CH2:17][C:18]1[CH:23]=[CH:22][C:21]([CH3:24])=[CH:20][CH:19]=1)[C:14]([NH2:16])=[O:15])=O)[C:2]1[CH:7]=[CH:6][CH:5]=[CH:4][CH:3]=1.CS(O)(=O)=O. The catalyst is ClC(Cl)C. The product is [CH2:1]([O:8][CH2:9][C:10]1[NH:16][C:14](=[O:15])[N:13]([CH2:17][C:18]2[CH:23]=[CH:22][C:21]([CH3:24])=[CH:20][CH:19]=2)[N:12]=1)[C:2]1[CH:7]=[CH:6][CH:5]=[CH:4][CH:3]=1. The yield is 0.750. (4) The reactants are Cl[C:2]1[N:7]=[C:6]([NH:8][C:9]2[CH:14]=[CH:13][C:12]([N:15]3[CH:19]=[C:18]([CH3:20])[N:17]=[CH:16]3)=[C:11]([O:21][CH3:22])[CH:10]=2)[CH:5]=[CH:4][CH:3]=1.[CH2:23]([O-:25])[CH3:24].[Na+].C(O)C. The catalyst is O. The product is [CH2:23]([O:25][C:2]1[N:7]=[C:6]([NH:8][C:9]2[CH:14]=[CH:13][C:12]([N:15]3[CH:19]=[C:18]([CH3:20])[N:17]=[CH:16]3)=[C:11]([O:21][CH3:22])[CH:10]=2)[CH:5]=[CH:4][CH:3]=1)[CH3:24]. The yield is 0.390. (5) The reactants are [CH2:1]([O:8][CH:9]([CH2:12][OH:13])[CH2:10][OH:11])[C:2]1[CH:7]=[CH:6][CH:5]=[CH:4][CH:3]=1.C=O.B(F)(F)F.[CH3:20]COCC. The catalyst is CCOC(C)=O. The product is [CH2:1]([O:8][CH:9]1[CH2:10][O:11][CH2:20][O:13][CH2:12]1)[C:2]1[CH:7]=[CH:6][CH:5]=[CH:4][CH:3]=1. The yield is 0.780.